This data is from Full USPTO retrosynthesis dataset with 1.9M reactions from patents (1976-2016). The task is: Predict the reactants needed to synthesize the given product. (1) Given the product [CH3:39][NH:40][CH2:41][C@@H:42]([C@H:44]([C@@H:46]([C@@H:48]([CH2:50][OH:51])[OH:49])[OH:47])[OH:45])[OH:43].[CH2:1]([C:5]1[CH:10]=[CH:9][C:8]([C:11]#[C:12][C:13]2[CH:38]=[CH:37][C:16]([CH2:17][N:18]([CH2:31][CH2:32][CH2:33][CH2:34][CH2:35][CH3:36])[C:19]([C:21]3[CH:22]=[CH:23][C:24]([OH:30])=[C:25]([CH:29]=3)[C:26]([OH:28])=[O:27])=[O:20])=[CH:15][CH:14]=2)=[CH:7][CH:6]=1)[CH2:2][CH2:3][CH3:4], predict the reactants needed to synthesize it. The reactants are: [CH2:1]([C:5]1[CH:10]=[CH:9][C:8]([C:11]#[C:12][C:13]2[CH:38]=[CH:37][C:16]([CH2:17][N:18]([CH2:31][CH2:32][CH2:33][CH2:34][CH2:35][CH3:36])[C:19]([C:21]3[CH:22]=[CH:23][C:24]([OH:30])=[C:25]([CH:29]=3)[C:26]([OH:28])=[O:27])=[O:20])=[CH:15][CH:14]=2)=[CH:7][CH:6]=1)[CH2:2][CH2:3][CH3:4].[CH3:39][NH:40][CH2:41][C@@H:42]([C@H:44]([C@@H:46]([C@@H:48]([CH2:50][OH:51])[OH:49])[OH:47])[OH:45])[OH:43]. (2) Given the product [Br:13][C:10]1[CH:11]=[CH:12][C:7]([O:6][CH2:5][C:4]([OH:3])=[O:22])=[C:8]([CH2:14][N:15]2[CH2:16][C:17](=[O:19])[N:29]([CH2:28][C:27]3[CH:32]=[CH:33][C:24]([Cl:23])=[CH:25][CH:26]=3)[C:30]2=[O:31])[CH:9]=1, predict the reactants needed to synthesize it. The reactants are: C([O:3][C:4](=[O:22])[CH2:5][O:6][C:7]1[CH:12]=[CH:11][C:10]([Br:13])=[CH:9][C:8]=1[CH2:14][NH:15][CH2:16][C:17]([O:19]CC)=O)C.[Cl:23][C:24]1[CH:33]=[CH:32][C:27]([CH2:28][N:29]=[C:30]=[O:31])=[CH:26][CH:25]=1. (3) Given the product [Cl:1][C:2]1[CH:7]=[C:6]([Cl:8])[CH:5]=[CH:4][C:3]=1[N:9]1[C:14]2=[N:15][C:16]3[CH:21]=[CH:20][CH:19]=[C:18]([CH:22]([O:25][CH3:28])[CH2:23][CH3:24])[C:17]=3[N:13]2[CH2:12][CH2:11][CH2:10]1, predict the reactants needed to synthesize it. The reactants are: [Cl:1][C:2]1[CH:7]=[C:6]([Cl:8])[CH:5]=[CH:4][C:3]=1[N:9]1[C:14]2=[N:15][C:16]3[CH:21]=[CH:20][CH:19]=[C:18]([CH:22]([OH:25])[CH2:23][CH3:24])[C:17]=3[N:13]2[CH2:12][CH2:11][CH2:10]1.[H-].[Na+].[CH3:28]I. (4) Given the product [CH2:1]([O:8][N:9]1[C:12]23[CH:17]=[CH:43][C:41](=[O:42])[CH:40]([CH3:29])[C:13]2([O:20][CH2:22][O:23][CH:11]3[C:10]1=[O:21])[CH3:14])[C:2]1[CH:3]=[CH:4][CH:5]=[CH:6][CH:7]=1, predict the reactants needed to synthesize it. The reactants are: [CH2:1]([O:8][N:9]1[C:12]2([CH:17]=CC(=O)[CH:14](O)[CH:13]2[OH:20])[CH2:11][C:10]1=[O:21])[C:2]1[CH:7]=[CH:6][CH:5]=[CH:4][CH:3]=1.[CH3:22][O:23]C(OC)(C)C.[CH3:29]C1C=CC(S(O)(=O)=O)=CC=1.[CH3:40][C:41]([CH3:43])=[O:42]. (5) Given the product [ClH:29].[O:24]=[C:21]1[CH:20]=[CH:19][C:18]([C:9]2[C:10]3[C:5](=[CH:4][C:3]([O:2][CH3:1])=[C:12]4[O:13][C:14]([CH3:17])([CH3:16])[CH2:15][C:11]4=3)[CH2:6][C:7]([CH3:26])([CH3:25])[N:8]=2)=[CH:23][N:22]1[CH2:30][C:31]([NH2:33])=[O:32], predict the reactants needed to synthesize it. The reactants are: [CH3:1][O:2][C:3]1[CH:4]=[C:5]2[C:10](=[C:11]3[CH2:15][C:14]([CH3:17])([CH3:16])[O:13][C:12]=13)[C:9]([C:18]1[CH:19]=[CH:20][C:21](=[O:24])[NH:22][CH:23]=1)=[N:8][C:7]([CH3:26])([CH3:25])[CH2:6]2.[H-].[Na+].[Cl:29][CH2:30][C:31]([NH2:33])=[O:32].[OH-].[Na+].Cl.C(O)C. (6) Given the product [Cl:24][C:22]1[C:21]([O:25][CH3:26])=[CH:20][C:19]([O:27][CH3:28])=[C:18]([NH:17][C:16]([CH2:15][N:7]2[C:8]3[C:13](=[CH:12][CH:11]=[CH:10][CH:9]=3)[CH2:14][N:5]([CH2:4][C:3]([OH:31])=[O:2])[C:6]2=[O:30])=[O:29])[CH:23]=1, predict the reactants needed to synthesize it. The reactants are: C[O:2][C:3](=[O:31])[CH2:4][N:5]1[CH2:14][C:13]2[C:8](=[CH:9][CH:10]=[CH:11][CH:12]=2)[N:7]([CH2:15][C:16](=[O:29])[NH:17][C:18]2[CH:23]=[C:22]([Cl:24])[C:21]([O:25][CH3:26])=[CH:20][C:19]=2[O:27][CH3:28])[C:6]1=[O:30].[OH-].[K+].Cl.